Dataset: Peptide-MHC class I binding affinity with 185,985 pairs from IEDB/IMGT. Task: Regression. Given a peptide amino acid sequence and an MHC pseudo amino acid sequence, predict their binding affinity value. This is MHC class I binding data. (1) The peptide sequence is ALTDVEKRI. The MHC is HLA-A02:06 with pseudo-sequence HLA-A02:06. The binding affinity (normalized) is 0.115. (2) The peptide sequence is RVYAELAAL. The MHC is HLA-B39:01 with pseudo-sequence HLA-B39:01. The binding affinity (normalized) is 0.295.